Dataset: Forward reaction prediction with 1.9M reactions from USPTO patents (1976-2016). Task: Predict the product of the given reaction. (1) Given the reactants [CH3:1][C:2]([C:6]1[CH:11]=[CH:10][C:9]([N+:12]([O-:14])=[O:13])=[CH:8][C:7]=1[C:15]1[CH:16]=[N:17][CH:18]=[CH:19][CH:20]=1)([CH3:5])[CH2:3][NH2:4].[C:21](Cl)(=[O:23])[CH3:22].C(N(CC)CC)C, predict the reaction product. The product is: [CH3:5][C:2]([C:6]1[CH:11]=[CH:10][C:9]([N+:12]([O-:14])=[O:13])=[CH:8][C:7]=1[C:15]1[CH:16]=[N:17][CH:18]=[CH:19][CH:20]=1)([CH3:1])[CH2:3][NH:4][C:21](=[O:23])[CH3:22]. (2) Given the reactants [CH3:1][N:2]([CH3:19])[C@@H:3]1[CH2:7][CH2:6][N:5]([CH2:8][C:9]2[CH:18]=[CH:17][C:12]([C:13]([O:15]C)=[O:14])=[CH:11][CH:10]=2)[CH2:4]1, predict the reaction product. The product is: [CH3:1][N:2]([CH3:19])[C@@H:3]1[CH2:7][CH2:6][N:5]([CH2:8][C:9]2[CH:18]=[CH:17][C:12]([C:13]([OH:15])=[O:14])=[CH:11][CH:10]=2)[CH2:4]1. (3) Given the reactants [H-].[Na+].Cl[C:4]1[C:9]([CH2:10][N:11]([CH3:21])[CH2:12][CH:13]([C:15]2[CH:20]=[CH:19][CH:18]=[CH:17][CH:16]=2)[OH:14])=[CH:8][CH:7]=[C:6]([Cl:22])[N:5]=1, predict the reaction product. The product is: [Cl:22][C:6]1[CH:7]=[CH:8][C:9]2[CH2:10][N:11]([CH3:21])[CH2:12][CH:13]([C:15]3[CH:20]=[CH:19][CH:18]=[CH:17][CH:16]=3)[O:14][C:4]=2[N:5]=1. (4) Given the reactants O=[C:2]1[C:7]([C:8]([O:10][CH3:11])=[O:9])=[CH:6][CH:5]=[CH:4][O:3]1.[F:12][C:13]1[CH:19]=[CH:18][C:16]([NH2:17])=[CH:15][CH:14]=1.Cl.CN(C)CCCN=C=NCC.O, predict the reaction product. The product is: [F:12][C:13]1[CH:19]=[CH:18][C:16]([N:17]2[CH:4]=[CH:5][CH:6]=[C:7]([C:8]([O:10][CH3:11])=[O:9])[C:2]2=[O:3])=[CH:15][CH:14]=1. (5) Given the reactants [CH2:1]([NH:3][C:4](=[O:29])[NH:5][C:6]1[CH:27]=[CH:26][C:9]([O:10][C:11]2[C:20]3[C:15](=[CH:16][C:17]([O:24][CH3:25])=[C:18]([C:21]([OH:23])=O)[CH:19]=3)[N:14]=[CH:13][CH:12]=2)=[CH:8][C:7]=1[F:28])[CH3:2].[C:30]([CH2:32][CH2:33][NH2:34])#[N:31].F[P-](F)(F)(F)(F)F.N1(O[P+](N(C)C)(N(C)C)N(C)C)C2C=CC=CC=2N=N1, predict the reaction product. The product is: [C:30]([CH2:32][CH2:33][NH:34][C:21]([C:18]1[CH:19]=[C:20]2[C:15](=[CH:16][C:17]=1[O:24][CH3:25])[N:14]=[CH:13][CH:12]=[C:11]2[O:10][C:9]1[CH:26]=[CH:27][C:6]([NH:5][C:4]([NH:3][CH2:1][CH3:2])=[O:29])=[C:7]([F:28])[CH:8]=1)=[O:23])#[N:31].